Dataset: Full USPTO retrosynthesis dataset with 1.9M reactions from patents (1976-2016). Task: Predict the reactants needed to synthesize the given product. (1) Given the product [OH:1][C:2]1[CH:10]=[CH:9][C:5]([CH2:6][OH:7])=[CH:4][C:3]=1[O:11][CH3:12], predict the reactants needed to synthesize it. The reactants are: [OH:1][C:2]1[CH:10]=[CH:9][C:5]([C:6](O)=[O:7])=[CH:4][C:3]=1[O:11][CH3:12].[OH-].[Na+]. (2) The reactants are: C(O[CH:4]=[C:5]([C:11](=O)[C:12]([F:15])([F:14])[F:13])[C:6]([O:8][CH2:9][CH3:10])=[O:7])C.[NH:17]([C:19]1[N:24]=[CH:23][CH:22]=[CH:21][N:20]=1)[NH2:18]. Given the product [N:20]1[CH:21]=[CH:22][CH:23]=[N:24][C:19]=1[N:17]1[C:11]([C:12]([F:13])([F:14])[F:15])=[C:5]([C:6]([O:8][CH2:9][CH3:10])=[O:7])[CH:4]=[N:18]1, predict the reactants needed to synthesize it. (3) Given the product [N:16]1([CH2:21][C:22]2[N:23]([CH2:2][C:3]3[C:12]4[C:7](=[C:8]([F:14])[C:9]([F:13])=[CH:10][CH:11]=4)[NH:6][C:5](=[O:15])[CH:4]=3)[C:24]3[CH:30]=[CH:29][CH:28]=[CH:27][C:25]=3[N:26]=2)[CH:20]=[CH:19][N:18]=[CH:17]1, predict the reactants needed to synthesize it. The reactants are: Br[CH2:2][C:3]1[C:12]2[C:7](=[C:8]([F:14])[C:9]([F:13])=[CH:10][CH:11]=2)[NH:6][C:5](=[O:15])[CH:4]=1.[N:16]1([CH2:21][C:22]2[NH:26][C:25]3[CH:27]=[CH:28][CH:29]=[CH:30][C:24]=3[N:23]=2)[CH:20]=[CH:19][N:18]=[CH:17]1. (4) Given the product [Cl:1][C:2]1[C:3]([F:39])=[C:4]([CH:36]=[CH:37][CH:38]=1)[NH:5][C:6]1[C:15]2[C:10](=[CH:11][C:12]([O:34][CH3:35])=[C:13]([O:16][C@@H:17]3[CH2:21][N:20]([CH3:22])[C@H:19]([C:29](=[O:33])[N:30]([CH3:31])[CH3:32])[CH2:18]3)[CH:14]=2)[N:9]=[CH:8][N:7]=1, predict the reactants needed to synthesize it. The reactants are: [Cl:1][C:2]1[C:3]([F:39])=[C:4]([CH:36]=[CH:37][CH:38]=1)[NH:5][C:6]1[C:15]2[C:10](=[CH:11][C:12]([O:34][CH3:35])=[C:13]([O:16][C@@H:17]3[CH2:21][N:20]([C:22](OC(C)(C)C)=O)[C@H:19]([C:29](=[O:33])[N:30]([CH3:32])[CH3:31])[CH2:18]3)[CH:14]=2)[N:9]=[CH:8][N:7]=1.C=O.